Dataset: hERG potassium channel inhibition data for cardiac toxicity prediction from Karim et al.. Task: Regression/Classification. Given a drug SMILES string, predict its toxicity properties. Task type varies by dataset: regression for continuous values (e.g., LD50, hERG inhibition percentage) or binary classification for toxic/non-toxic outcomes (e.g., AMES mutagenicity, cardiotoxicity, hepatotoxicity). Dataset: herg_karim. The compound is Cc1oc(-c2ccccc2)nc1CCOc1cccc(C[C@@H]2C(=O)N(c3ccc(C(C)(C)C)cc3)[C@@H]2C(=O)O)c1. The result is 1 (blocker).